Regression/Classification. Given a drug SMILES string, predict its absorption, distribution, metabolism, or excretion properties. Task type varies by dataset: regression for continuous measurements (e.g., permeability, clearance, half-life) or binary classification for categorical outcomes (e.g., BBB penetration, CYP inhibition). Dataset: cyp2c9_veith. From a dataset of CYP2C9 inhibition data for predicting drug metabolism from PubChem BioAssay. (1) The drug is CCCCNc1ccc(C(=O)OCCOCCOCCOCCOCCOCCOCCOCCOCCOC)cc1. The result is 0 (non-inhibitor). (2) The compound is CC(C)/C(=N/[N+](C)(C)C)c1ccccc1. The result is 0 (non-inhibitor).